From a dataset of Reaction yield outcomes from USPTO patents with 853,638 reactions. Predict the reaction yield, written as a fraction of the theoretical maximum amount of product (1.0 means a 100% yield; for example, 0.34 means a 34% yield). The reactants are [Br:1][C:2]1[CH:3]=[C:4]([CH:7]=[O:8])[S:5][CH:6]=1.[CH2:9]([OH:11])[CH3:10].[Cl-].[NH4+].C([O-])([O-])O[CH2:16][CH3:17]. No catalyst specified. The product is [Br:1][C:2]1[CH:3]=[C:4]([CH:7]([O:11][CH2:9][CH3:10])[O:8][CH2:16][CH3:17])[S:5][CH:6]=1. The yield is 0.810.